Dataset: NCI-60 drug combinations with 297,098 pairs across 59 cell lines. Task: Regression. Given two drug SMILES strings and cell line genomic features, predict the synergy score measuring deviation from expected non-interaction effect. Drug 1: C1=CC(=CC=C1CCC2=CNC3=C2C(=O)NC(=N3)N)C(=O)NC(CCC(=O)O)C(=O)O. Drug 2: COCCOC1=C(C=C2C(=C1)C(=NC=N2)NC3=CC=CC(=C3)C#C)OCCOC.Cl. Cell line: HOP-92. Synergy scores: CSS=13.8, Synergy_ZIP=-2.15, Synergy_Bliss=-1.10, Synergy_Loewe=1.00, Synergy_HSA=0.898.